This data is from Forward reaction prediction with 1.9M reactions from USPTO patents (1976-2016). The task is: Predict the product of the given reaction. (1) Given the reactants [CH2:1]([O:8][CH2:9][C@@H:10]([NH:30][C:31](=[O:43])[C:32]([NH:35]C(=O)OC(C)(C)C)([CH3:34])[CH3:33])[C:11]([N:13]1[CH2:17][CH2:16][C:15]2([CH:21]([C:22]3[CH:27]=[CH:26][CH:25]=[CH:24][CH:23]=3)[CH2:20][N:19]([CH3:28])[C:18]2=[O:29])[CH2:14]1)=[O:12])[C:2]1[CH:7]=[CH:6][CH:5]=[CH:4][CH:3]=1.C(O)(C(F)(F)F)=O, predict the reaction product. The product is: [NH2:35][C:32]([CH3:34])([CH3:33])[C:31]([NH:30][C@H:10]([CH2:9][O:8][CH2:1][C:2]1[CH:3]=[CH:4][CH:5]=[CH:6][CH:7]=1)[C:11]([N:13]1[CH2:17][CH2:16][C:15]2([CH:21]([C:22]3[CH:23]=[CH:24][CH:25]=[CH:26][CH:27]=3)[CH2:20][N:19]([CH3:28])[C:18]2=[O:29])[CH2:14]1)=[O:12])=[O:43]. (2) Given the reactants [CH3:1][O:2][C:3]1[N:13]=[CH:12][C:11]2[S:10][CH2:9][CH2:8][NH:7][CH2:6][C:5]=2[CH:4]=1.[F:14][C:15]1[CH:24]=[CH:23][C:22]([CH:25]=O)=[CH:21][C:16]=1[C:17]([O:19][CH3:20])=[O:18].C(O[BH-](OC(=O)C)OC(=O)C)(=O)C.[Na+], predict the reaction product. The product is: [F:14][C:15]1[CH:24]=[CH:23][C:22]([CH2:25][N:7]2[CH2:6][C:5]3[CH:4]=[C:3]([O:2][CH3:1])[N:13]=[CH:12][C:11]=3[S:10][CH2:9][CH2:8]2)=[CH:21][C:16]=1[C:17]([O:19][CH3:20])=[O:18]. (3) Given the reactants [C@H:1]12[CH2:7][C@H:4]([CH2:5][CH2:6]1)[CH2:3][C@H:2]2[NH:8][C:9]1[N:14]=[C:13]([C:15]([F:18])([F:17])[F:16])[C:12]([CH2:19]O)=[CH:11][N:10]=1.S(Cl)([Cl:23])=O.C(=O)([O-])O.[Na+], predict the reaction product. The product is: [C@H:1]12[CH2:7][C@H:4]([CH2:5][CH2:6]1)[CH2:3][C@H:2]2[NH:8][C:9]1[N:14]=[C:13]([C:15]([F:18])([F:17])[F:16])[C:12]([CH2:19][Cl:23])=[CH:11][N:10]=1. (4) Given the reactants [CH2:1]1[C:4]2([CH2:9][CH2:8][CH:7]([CH2:10][OH:11])[CH2:6][CH2:5]2)[CH2:3][CH2:2]1.CC(C)([O-])C.[K+].[N:18]1([S:22]([NH:25][C:26](=[O:36])[C:27]2[CH:32]=[C:31]([Cl:33])[C:30](F)=[CH:29][C:28]=2[F:35])(=[O:24])=[O:23])[CH2:21][CH2:20][CH2:19]1, predict the reaction product. The product is: [N:18]1([S:22]([NH:25][C:26](=[O:36])[C:27]2[CH:32]=[C:31]([Cl:33])[C:30]([O:11][CH2:10][CH:7]3[CH2:6][CH2:5][C:4]4([CH2:1][CH2:2][CH2:3]4)[CH2:9][CH2:8]3)=[CH:29][C:28]=2[F:35])(=[O:24])=[O:23])[CH2:21][CH2:20][CH2:19]1. (5) Given the reactants [NH:1]1[CH2:4][CH2:3][CH2:2]1.[F:5][C:6]1[CH:11]=[CH:10][C:9]([S:12](Cl)(=[O:14])=[O:13])=[CH:8][CH:7]=1, predict the reaction product. The product is: [F:5][C:6]1[CH:11]=[CH:10][C:9]([S:12]([N:1]2[CH2:4][CH2:3][CH2:2]2)(=[O:14])=[O:13])=[CH:8][CH:7]=1. (6) The product is: [C:12]([C:14]1[CH:15]=[CH:16][CH:17]=[C:18]2[C:23]=1[N:22]=[C:21]([C:10]1[C:9]3[C:4](=[CH:5][CH:6]=[C:7]([CH3:11])[CH:8]=3)[NH:3][C:2]=1[CH3:1])[CH:20]=[CH:19]2)#[N:13]. Given the reactants [CH3:1][C:2]1[NH:3][C:4]2[C:9]([CH:10]=1)=[CH:8][C:7]([CH3:11])=[CH:6][CH:5]=2.[C:12]([C:14]1[CH:15]=[CH:16][CH:17]=[C:18]2[C:23]=1[N:22]=[CH:21][CH:20]=[C:19]2Cl)#[N:13].Cl, predict the reaction product.